Dataset: Reaction yield outcomes from USPTO patents with 853,638 reactions. Task: Predict the reaction yield, written as a fraction of the theoretical maximum amount of product (1.0 means a 100% yield; for example, 0.34 means a 34% yield). (1) The reactants are C(OC([N:8]([C:26]1[CH:31]=[CH:30][N:29]=[C:28]([C:32]2[CH:37]=[CH:36][CH:35]=[C:34]([O:38][CH2:39][C:40]([NH:42][CH:43]([CH3:45])[CH3:44])=[O:41])[CH:33]=2)[N:27]=1)[C:9]1[CH:10]=[C:11]2[C:15](=[CH:16][C:17]=1[CH3:18])[N:14](C(OC(C)(C)C)=O)[N:13]=[CH:12]2)=O)(C)(C)C.[C:46]([OH:52])([C:48]([F:51])([F:50])[F:49])=[O:47]. The catalyst is C(Cl)Cl. The product is [OH:52][C:46]([C:48]([F:51])([F:50])[F:49])=[O:47].[CH:43]([NH:42][C:40](=[O:41])[CH2:39][O:38][C:34]1[CH:35]=[CH:36][CH:37]=[C:32]([C:28]2[N:27]=[C:26]([NH:8][C:9]3[CH:10]=[C:11]4[C:15](=[CH:16][C:17]=3[CH3:18])[NH:14][N:13]=[CH:12]4)[CH:31]=[CH:30][N:29]=2)[CH:33]=1)([CH3:45])[CH3:44]. The yield is 0.960. (2) The reactants are [Cl:1][CH2:2][CH2:3][C:4]([C:6]1[CH:11]=[CH:10][C:9]([F:12])=[CH:8][CH:7]=1)=[O:5].[NH4+].[Cl-].I[CH2:16][C:17]([CH3:19])=[CH2:18]. The catalyst is C1COCC1.[Zn]. The product is [Cl:1][CH2:2][CH2:3][C:4]([C:6]1[CH:7]=[CH:8][C:9]([F:12])=[CH:10][CH:11]=1)([OH:5])[CH2:18][C:17]([CH3:19])=[CH2:16]. The yield is 0.760. (3) The reactants are [F:1][C:2]1[CH:3]=[C:4]([CH:6]=[CH:7][C:8]=1[N+:9]([O-:11])=[O:10])[NH2:5].[Br:12]Br.[OH-].[Na+]. The catalyst is CC(O)=O.C(Cl)(Cl)Cl. The product is [Br:12][C:6]1[CH:7]=[C:8]([N+:9]([O-:11])=[O:10])[C:2]([F:1])=[CH:3][C:4]=1[NH2:5]. The yield is 0.900. (4) The reactants are [NH2:1][C:2]1[N:7]=[CH:6][C:5]([O:8][C:9]2[CH:10]=[C:11]([NH:15][C:16](=[O:27])[C:17]3[CH:22]=[CH:21][CH:20]=[C:19]([C:23]([F:26])([F:25])[F:24])[CH:18]=3)[CH:12]=[CH:13][CH:14]=2)=[CH:4][CH:3]=1.[C:28]([N:33]=[C:34]=[S:35])(=[O:32])[O:29][CH2:30][CH3:31].O. The catalyst is CS(C)=O. The product is [F:25][C:23]([F:26])([F:24])[C:19]1[CH:18]=[C:17]([CH:22]=[CH:21][CH:20]=1)[C:16]([NH:15][C:11]1[CH:10]=[C:9]([CH:14]=[CH:13][CH:12]=1)[O:8][C:5]1[CH:4]=[CH:3][C:2]([NH:1][C:34]([NH:33][C:28](=[O:32])[O:29][CH2:30][CH3:31])=[S:35])=[N:7][CH:6]=1)=[O:27]. The yield is 0.590. (5) The reactants are [NH2:1][C:2]1[C:3]([C:20]2[O:24][C:23]([C:25]3[CH:30]=[CH:29][C:28]([CH2:31][N:32](C)[C:33](=O)OC(C)(C)C)=[CH:27][C:26]=3[CH3:41])=[N:22][N:21]=2)=[N:4][C:5]([C:8]2[CH:13]=[CH:12][C:11]([S:14]([CH:17]([CH3:19])[CH3:18])(=[O:16])=[O:15])=[CH:10][CH:9]=2)=[CH:6][N:7]=1.C(O)(C(F)(F)F)=O. The catalyst is C(Cl)Cl. The product is [CH:17]([S:14]([C:11]1[CH:10]=[CH:9][C:8]([C:5]2[N:4]=[C:3]([C:20]3[O:24][C:23]([C:25]4[CH:30]=[CH:29][C:28]([CH2:31][NH:32][CH3:33])=[CH:27][C:26]=4[CH3:41])=[N:22][N:21]=3)[C:2]([NH2:1])=[N:7][CH:6]=2)=[CH:13][CH:12]=1)(=[O:15])=[O:16])([CH3:19])[CH3:18]. The yield is 0.390. (6) The reactants are [NH2:1][C@@H:2]([CH2:6][CH2:7][NH:8][C:9]1[S:10][C:11]([CH:14]=[O:15])=[CH:12][N:13]=1)[C:3]([OH:5])=[O:4].C(=O)(O)[O-].[Na+].[C:21](=O)([O:37]N1C(=O)CCC1=O)[O:22][CH2:23][CH:24]1[C:36]2[CH:35]=[CH:34][CH:33]=[CH:32][C:31]=2[C:30]2[C:25]1=[CH:26][CH:27]=[CH:28][CH:29]=2. The catalyst is C1COCC1.O. The product is [CH:35]1[C:36]2[CH:24]([CH2:23][O:22][C:21]([NH:1][C@@H:2]([CH2:6][CH2:7][NH:8][C:9]3[S:10][C:11]([CH:14]=[O:15])=[CH:12][N:13]=3)[C:3]([OH:5])=[O:4])=[O:37])[C:25]3[C:30](=[CH:29][CH:28]=[CH:27][CH:26]=3)[C:31]=2[CH:32]=[CH:33][CH:34]=1. The yield is 0.208. (7) The reactants are [BH4-].[Na+].CO.[CH3:5][O:6][C:7](=[O:30])[CH2:8][CH2:9][CH2:10][CH2:11][CH2:12][CH2:13][N:14]1[CH:19](/[CH:20]=[CH:21]/[C:22](=[O:28])[CH2:23][CH2:24][CH2:25][CH2:26][CH3:27])[CH2:18][CH2:17][CH2:16][C:15]1=[O:29]. The catalyst is C(Cl)Cl. The product is [CH3:5][O:6][C:7](=[O:30])[CH2:8][CH2:9][CH2:10][CH2:11][CH2:12][CH2:13][N:14]1[C:15](=[O:29])[CH2:16][CH2:17][CH2:18][CH:19]1/[CH:20]=[CH:21]/[CH:22]([OH:28])[CH2:23][CH2:24][CH2:25][CH2:26][CH3:27]. The yield is 0.990.